Dataset: Catalyst prediction with 721,799 reactions and 888 catalyst types from USPTO. Task: Predict which catalyst facilitates the given reaction. (1) Reactant: [Br:1][C:2]1[CH:7]=[CH:6][C:5]([C:8]2[N:17]=[C:16](Cl)[C:15]3[C:10](=[CH:11][C:12]([Cl:19])=[CH:13][CH:14]=3)[N:9]=2)=[CH:4][CH:3]=1.[CH2:20]([NH2:27])[C:21]1[CH:26]=[CH:25][CH:24]=[CH:23][CH:22]=1. Product: [CH2:20]([NH:27][C:16]1[C:15]2[C:10](=[CH:11][C:12]([Cl:19])=[CH:13][CH:14]=2)[N:9]=[C:8]([C:5]2[CH:6]=[CH:7][C:2]([Br:1])=[CH:3][CH:4]=2)[N:17]=1)[C:21]1[CH:26]=[CH:25][CH:24]=[CH:23][CH:22]=1. The catalyst class is: 1. (2) Reactant: [NH2:1][C:2]1[CH:3]=[C:4]([NH:9][C:10]2[N:15]=[C:14]3[S:16][C:17]([NH:19][C:20]([CH:22]4[CH2:24][CH2:23]4)=[O:21])=[N:18][C:13]3=[CH:12][CH:11]=2)[CH:5]=[CH:6][C:7]=1[F:8].[N:25]([C:28]1[CH:33]=[CH:32][C:31]([O:34][C:35]([F:38])([F:37])[F:36])=[CH:30][CH:29]=1)=[C:26]=[O:27]. Product: [F:8][C:7]1[CH:6]=[CH:5][C:4]([NH:9][C:10]2[N:15]=[C:14]3[S:16][C:17]([NH:19][C:20]([CH:22]4[CH2:23][CH2:24]4)=[O:21])=[N:18][C:13]3=[CH:12][CH:11]=2)=[CH:3][C:2]=1[NH:1][C:26](=[O:27])[NH:25][C:28]1[CH:33]=[CH:32][C:31]([O:34][C:35]([F:36])([F:38])[F:37])=[CH:30][CH:29]=1. The catalyst class is: 300. (3) Reactant: [OH:1][C:2]1[CH:13]=[CH:12][C:5]([O:6][CH2:7][C:8]([NH:10][CH3:11])=[O:9])=[CH:4][CH:3]=1.Br[CH2:15][C:16]1[CH:21]=[CH:20][CH:19]=[CH:18][C:17]=1[F:22].C(=O)([O-])[O-].[K+].[K+]. Product: [F:22][C:17]1[CH:18]=[CH:19][CH:20]=[CH:21][C:16]=1[CH2:15][O:1][C:2]1[CH:3]=[CH:4][C:5]([O:6][CH2:7][C:8]([NH:10][CH3:11])=[O:9])=[CH:12][CH:13]=1. The catalyst class is: 131. (4) Reactant: [CH:1]1([NH:4][C:5]2[CH2:9][O:8][C:7](=[O:10])[CH:6]=2)[CH2:3][CH2:2]1.[H-].[Na+].Br[CH2:14][C:15]1[CH:16]=[N:17][C:18]([Cl:22])=[C:19]([I:21])[CH:20]=1.CO. Product: [Cl:22][C:18]1[N:17]=[CH:16][C:15]([CH2:14][N:4]([CH:1]2[CH2:3][CH2:2]2)[C:5]2[CH2:9][O:8][C:7](=[O:10])[CH:6]=2)=[CH:20][C:19]=1[I:21]. The catalyst class is: 7. (5) Reactant: [CH3:1][P:2]1(=[O:8])[CH2:7][CH2:6][NH:5][CH2:4][CH2:3]1.C1(P(C2C=CC=CC=2)C2C=CC=CC=2)C=CC=CC=1.[F:28][C:29]1[CH:34]=[CH:33][C:32]([NH:35][C:36]2[N:37]([CH3:58])[C:38]3[C:47]4[C:46](=[O:48])[NH:45][C:44]([CH:49](OC(=O)C)[CH:50]=[CH2:51])=[C:43]([CH3:56])[C:42]=4[CH:41]=[CH:40][C:39]=3[N:57]=2)=[C:31]([CH3:59])[CH:30]=1.C([O-])(=O)C. Product: [F:28][C:29]1[CH:34]=[CH:33][C:32]([NH:35][C:36]2[N:37]([CH3:58])[C:38]3[C:47]4[C:46](=[O:48])[NH:45][C:44]([CH:49]=[CH:50][CH2:51][N:5]5[CH2:6][CH2:7][P:2]([CH3:1])(=[O:8])[CH2:3][CH2:4]5)=[C:43]([CH3:56])[C:42]=4[CH:41]=[CH:40][C:39]=3[N:57]=2)=[C:31]([CH3:59])[CH:30]=1. The catalyst class is: 1. (6) Reactant: [F:1][C:2]1([F:10])[CH2:5][C:4]([CH3:9])(C(O)=O)[CH2:3]1.C1C=CC(P([N:25]=[N+]=[N-])(C2C=CC=CC=2)=O)=CC=1.[Cl:28][C:29]1[CH:30]=[C:31]([C:36]2[C:44]([C:45]([NH2:47])=[O:46])=[C:39]3[CH2:40][NH:41][CH2:42][CH2:43][N:38]3[N:37]=2)[CH:32]=[CH:33][C:34]=1[F:35].C1[CH2:52][O:51]CC1. Product: [Cl:28][C:29]1[CH:30]=[C:31]([C:36]2[C:44]([C:45]([NH2:47])=[O:46])=[C:39]3[CH2:40][N:41]([C:52]([NH:25][C:4]4([CH3:9])[CH2:3][C:2]([F:1])([F:10])[CH2:5]4)=[O:51])[CH2:42][CH2:43][N:38]3[N:37]=2)[CH:32]=[CH:33][C:34]=1[F:35]. The catalyst class is: 11. (7) Reactant: [CH2:1]([NH:8][C@H:9]1[C@@H:15]([F:16])[CH2:14][C@@H:13]2[N:17]([CH2:18][C:19]3[CH:24]=[CH:23][CH:22]=[CH:21][CH:20]=3)[C@@:10]1([C:32]1[CH:37]=[CH:36][CH:35]=[CH:34][CH:33]=1)[CH2:11][C@H:12]2[C:25](OC(C)(C)C)=[O:26])[C:2]1[CH:7]=[CH:6][CH:5]=[CH:4][CH:3]=1.C([BH-](CC)CC)C.[Li+].[OH-].[Na+]. Product: [CH2:1]([NH:8][C@H:9]1[C@@H:15]([F:16])[CH2:14][C@@H:13]2[N:17]([CH2:18][C:19]3[CH:20]=[CH:21][CH:22]=[CH:23][CH:24]=3)[C@@:10]1([C:32]1[CH:37]=[CH:36][CH:35]=[CH:34][CH:33]=1)[CH2:11][C@H:12]2[CH2:25][OH:26])[C:2]1[CH:7]=[CH:6][CH:5]=[CH:4][CH:3]=1. The catalyst class is: 7.